Dataset: NCI-60 drug combinations with 297,098 pairs across 59 cell lines. Task: Regression. Given two drug SMILES strings and cell line genomic features, predict the synergy score measuring deviation from expected non-interaction effect. (1) Drug 1: C1CC(=O)NC(=O)C1N2C(=O)C3=CC=CC=C3C2=O. Drug 2: C1CNP(=O)(OC1)N(CCCl)CCCl. Cell line: NCIH23. Synergy scores: CSS=5.79, Synergy_ZIP=-4.60, Synergy_Bliss=-8.72, Synergy_Loewe=-5.07, Synergy_HSA=-4.47. (2) Drug 1: CN(C)C1=NC(=NC(=N1)N(C)C)N(C)C. Drug 2: CC1=C2C(C(=O)C3(C(CC4C(C3C(C(C2(C)C)(CC1OC(=O)C(C(C5=CC=CC=C5)NC(=O)OC(C)(C)C)O)O)OC(=O)C6=CC=CC=C6)(CO4)OC(=O)C)O)C)O. Cell line: SK-MEL-28. Synergy scores: CSS=21.2, Synergy_ZIP=-1.61, Synergy_Bliss=2.90, Synergy_Loewe=-32.0, Synergy_HSA=-0.851. (3) Drug 1: CN(CC1=CN=C2C(=N1)C(=NC(=N2)N)N)C3=CC=C(C=C3)C(=O)NC(CCC(=O)O)C(=O)O. Cell line: PC-3. Drug 2: CN(CCCl)CCCl.Cl. Synergy scores: CSS=66.1, Synergy_ZIP=1.13, Synergy_Bliss=-2.21, Synergy_Loewe=-16.2, Synergy_HSA=-0.759.